The task is: Regression. Given a peptide amino acid sequence and an MHC pseudo amino acid sequence, predict their binding affinity value. This is MHC class II binding data.. This data is from Peptide-MHC class II binding affinity with 134,281 pairs from IEDB. (1) The MHC is HLA-DPA10201-DPB11401 with pseudo-sequence HLA-DPA10201-DPB11401. The binding affinity (normalized) is 0.560. The peptide sequence is QVYPRSWSAVMLTFD. (2) The binding affinity (normalized) is 0.0576. The MHC is DRB1_1201 with pseudo-sequence DRB1_1201. The peptide sequence is FLTGPLNFTGPCKGD. (3) The peptide sequence is LEPVKCDTLLCDIGE. The MHC is HLA-DQA10501-DQB10402 with pseudo-sequence HLA-DQA10501-DQB10402. The binding affinity (normalized) is 0. (4) The peptide sequence is DSNYKLAVDGLLSKV. The MHC is DRB1_1501 with pseudo-sequence DRB1_1501. The binding affinity (normalized) is 0.441. (5) The peptide sequence is CGLFGKGSIVACAKF. The MHC is DRB4_0101 with pseudo-sequence DRB4_0103. The binding affinity (normalized) is 0.394. (6) The peptide sequence is SGHVIPACKNLSPSA. The MHC is HLA-DQA10501-DQB10301 with pseudo-sequence HLA-DQA10501-DQB10301. The binding affinity (normalized) is 0.378. (7) The peptide sequence is ASTNDDEVLIEVNPP. The MHC is DRB3_0101 with pseudo-sequence DRB3_0101. The binding affinity (normalized) is 0. (8) The peptide sequence is KNVLKVGRLSAEELM. The MHC is HLA-DQA10501-DQB10201 with pseudo-sequence HLA-DQA10501-DQB10201. The binding affinity (normalized) is 0.746. (9) The peptide sequence is EEYVEIRQVGDFH. The MHC is DRB1_1101 with pseudo-sequence DRB1_1101. The binding affinity (normalized) is 0.219.